Predict which catalyst facilitates the given reaction. From a dataset of Catalyst prediction with 721,799 reactions and 888 catalyst types from USPTO. (1) Reactant: [OH:1][C:2]([C:27]1[N:32]=[CH:31][C:30]([C:33]([O:35]C)=[O:34])=[CH:29][CH:28]=1)([C:4]1[S:5][C:6]([C:9]2[CH:14]=[C:13]([NH:15][C:16]3[N:21]=[C:20]([C:22]([F:25])([F:24])[F:23])[CH:19]=[CH:18][N:17]=3)[CH:12]=[C:11]([CH3:26])[CH:10]=2)=[CH:7][N:8]=1)[CH3:3].[OH-].[Na+].Cl. Product: [OH:1][C:2]([C:27]1[N:32]=[CH:31][C:30]([C:33]([OH:35])=[O:34])=[CH:29][CH:28]=1)([C:4]1[S:5][C:6]([C:9]2[CH:14]=[C:13]([NH:15][C:16]3[N:21]=[C:20]([C:22]([F:25])([F:24])[F:23])[CH:19]=[CH:18][N:17]=3)[CH:12]=[C:11]([CH3:26])[CH:10]=2)=[CH:7][N:8]=1)[CH3:3]. The catalyst class is: 24. (2) Reactant: [F:1][C:2]1[CH:9]=[C:8]([CH3:10])[CH:7]=[CH:6][C:3]=1[C:4]#[N:5].C(OOC(=O)C1C=CC=CC=1)(=O)C1C=CC=CC=1.[Br:29]N1C(=O)CCC1=O. Product: [Br:29][CH2:10][C:8]1[CH:7]=[CH:6][C:3]([C:4]#[N:5])=[C:2]([F:1])[CH:9]=1. The catalyst class is: 53. (3) Reactant: [CH3:1][N:2]1[CH:6]=[C:5]([C:7]2[CH:8]=[N:9][C:10]3[C:15]([N:16]=2)=[CH:14][C:13]([C:17]2[CH:18]=[C:19]([NH2:23])[CH:20]=[N:21][CH:22]=2)=[CH:12][CH:11]=3)[CH:4]=[N:3]1.[C:24]([C:26]1[CH:31]=[CH:30][C:29]([S:32](Cl)(=[O:34])=[O:33])=[CH:28][CH:27]=1)#[N:25]. Product: [C:24]([C:26]1[CH:27]=[CH:28][C:29]([S:32]([NH:23][C:19]2[CH:20]=[N:21][CH:22]=[C:17]([C:13]3[CH:14]=[C:15]4[C:10](=[CH:11][CH:12]=3)[N:9]=[CH:8][C:7]([C:5]3[CH:4]=[N:3][N:2]([CH3:1])[CH:6]=3)=[N:16]4)[CH:18]=2)(=[O:34])=[O:33])=[CH:30][CH:31]=1)#[N:25]. The catalyst class is: 17. (4) Reactant: [Br:1][C:2]1[CH:7]=[CH:6][C:5]([N+:8]([O-])=O)=[C:4]([N+:11]([O-])=O)[C:3]=1[CH3:14].O.[Sn](Cl)Cl.C(OCC)(=O)C.C(=O)(O)[O-].[Na+]. Product: [Br:1][C:2]1[C:3]([CH3:14])=[C:4]([NH2:11])[C:5]([NH2:8])=[CH:6][CH:7]=1. The catalyst class is: 8.